Dataset: Full USPTO retrosynthesis dataset with 1.9M reactions from patents (1976-2016). Task: Predict the reactants needed to synthesize the given product. (1) Given the product [F:1][C:2]1[CH:3]=[CH:4][C:5]([C:8]2[CH:12]=[C:11]([C:13]3[S:14][CH:15]=[CH:16][CH:17]=3)[NH:10][C:9]=2[C:18]([NH:22][CH2:23][C:24]2[CH:25]=[CH:26][C:27]([C:30]([O:32][CH3:33])=[O:31])=[N:28][CH:29]=2)=[O:20])=[CH:6][CH:7]=1, predict the reactants needed to synthesize it. The reactants are: [F:1][C:2]1[CH:7]=[CH:6][C:5]([C:8]2[CH:12]=[C:11]([C:13]3[S:14][CH:15]=[CH:16][CH:17]=3)[NH:10][C:9]=2[C:18]([OH:20])=O)=[CH:4][CH:3]=1.Cl.[NH2:22][CH2:23][C:24]1[CH:25]=[CH:26][C:27]([C:30]([O:32][CH3:33])=[O:31])=[N:28][CH:29]=1. (2) Given the product [Cl:2][C:3]1[CH:8]=[CH:7][C:6]([SH:9])=[CH:5][C:4]=1[NH2:13], predict the reactants needed to synthesize it. The reactants are: [Sn].[Cl:2][C:3]1[CH:8]=[CH:7][C:6]([S:9](Cl)(=O)=O)=[CH:5][C:4]=1[N+:13]([O-])=O.